This data is from Full USPTO retrosynthesis dataset with 1.9M reactions from patents (1976-2016). The task is: Predict the reactants needed to synthesize the given product. (1) The reactants are: [CH:1]1([C:8]2[CH:17]=[CH:16][C:11]3[NH:12][C:13](=[O:15])[O:14][C:10]=3[CH:9]=2)[CH2:6][CH2:5][C:4](=O)[CH2:3][CH2:2]1.[F:18][C:19]1[CH:20]=[C:21]([CH2:25][CH2:26][CH2:27][NH2:28])[CH:22]=[CH:23][CH:24]=1.Cl. Given the product [F:18][C:19]1[CH:20]=[C:21]([CH2:25][CH2:26][CH2:27][NH:28][C@H:4]2[CH2:5][CH2:6][C@H:1]([C:8]3[CH:17]=[CH:16][C:11]4[NH:12][C:13](=[O:15])[O:14][C:10]=4[CH:9]=3)[CH2:2][CH2:3]2)[CH:22]=[CH:23][CH:24]=1, predict the reactants needed to synthesize it. (2) Given the product [F:35][CH2:36][CH2:37][N:30]1[CH2:31][CH2:32][C@@:27]([C:5]2[CH:6]=[CH:7][C:8]([NH:9][C:10]3[N:15]=[CH:14][C:13]4=[CH:16][CH:17]=[C:18]([C:19]5[CH:24]=[CH:23][CH:22]=[CH:21][C:20]=5[O:25][CH3:26])[N:12]4[N:11]=3)=[C:3]([O:2][CH3:1])[CH:4]=2)([OH:34])[C@@H:28]([OH:33])[CH2:29]1, predict the reactants needed to synthesize it. The reactants are: [CH3:1][O:2][C:3]1[CH:4]=[C:5]([C@@:27]2([OH:34])[CH2:32][CH2:31][NH:30][CH2:29][C@@H:28]2[OH:33])[CH:6]=[CH:7][C:8]=1[NH:9][C:10]1[N:15]=[CH:14][C:13]2=[CH:16][CH:17]=[C:18]([C:19]3[CH:24]=[CH:23][CH:22]=[CH:21][C:20]=3[O:25][CH3:26])[N:12]2[N:11]=1.[F:35][CH2:36][CH2:37]I.C(=O)(O)[O-].[Na+].C(#N)C.